From a dataset of Forward reaction prediction with 1.9M reactions from USPTO patents (1976-2016). Predict the product of the given reaction. Given the reactants [Cl:1][C:2]1[CH:7]=[CH:6][CH:5]=[C:4]([Cl:8])[C:3]=1[C:9]1[C:13]([CH2:14][OH:15])=[C:12]([CH:16]([CH3:18])[CH3:17])[O:11][N:10]=1.[H-].[Na+].F[C:22]1[CH:23]=[CH:24][C:25]([N+:29]([O-:31])=[O:30])=[C:26]([CH3:28])[CH:27]=1, predict the reaction product. The product is: [Cl:8][C:4]1[CH:5]=[CH:6][CH:7]=[C:2]([Cl:1])[C:3]=1[C:9]1[C:13]([CH2:14][O:15][C:22]2[CH:23]=[CH:24][C:25]([N+:29]([O-:31])=[O:30])=[C:26]([CH3:28])[CH:27]=2)=[C:12]([CH:16]([CH3:18])[CH3:17])[O:11][N:10]=1.